The task is: Predict the reactants needed to synthesize the given product.. This data is from Full USPTO retrosynthesis dataset with 1.9M reactions from patents (1976-2016). (1) Given the product [C:1]([C:3]1([C:4]([O:6][CH3:7])=[O:5])[CH2:10][O:11][C:12]([O:14][CH2:15][CH3:16])([CH3:13])[O:9][CH2:8]1)#[N:2], predict the reactants needed to synthesize it. The reactants are: [C:1]([C:3]([CH2:10][OH:11])([CH2:8][OH:9])[C:4]([O:6][CH3:7])=[O:5])#[N:2].[C:12](OCC)(OCC)([O:14][CH2:15][CH3:16])[CH3:13].S(=O)(=O)(O)O. (2) Given the product [CH2:1]([N:8]1[CH2:13][CH2:12][N:11]([C:14]([O:16][C:17]([CH3:20])([CH3:19])[CH3:18])=[O:15])[C@H:10]([CH2:21][C:22]2[CH:27]=[CH:26][C:25]([N:29]3[CH2:34][CH2:33][O:32][CH2:31][CH2:30]3)=[CH:24][CH:23]=2)[CH2:9]1)[C:2]1[CH:7]=[CH:6][CH:5]=[CH:4][CH:3]=1, predict the reactants needed to synthesize it. The reactants are: [CH2:1]([N:8]1[CH2:13][CH2:12][N:11]([C:14]([O:16][C:17]([CH3:20])([CH3:19])[CH3:18])=[O:15])[C@H:10]([CH2:21][C:22]2[CH:27]=[CH:26][C:25](Br)=[CH:24][CH:23]=2)[CH2:9]1)[C:2]1[CH:7]=[CH:6][CH:5]=[CH:4][CH:3]=1.[NH:29]1[CH2:34][CH2:33][O:32][CH2:31][CH2:30]1.C1C=CC(P(C2C(C3C(P(C4C=CC=CC=4)C4C=CC=CC=4)=CC=C4C=3C=CC=C4)=C3C(C=CC=C3)=CC=2)C2C=CC=CC=2)=CC=1.CC(C)([O-])C.[Na+].C(=O)([O-])O.[Na+]. (3) Given the product [CH2:33]([C@H:7]1[O:8][C@H:9]([C:23]2[C:28]([NH2:29])=[CH:27][N:26]=[CH:25][N:24]=2)[CH2:10][C@@H:11]([O:12][Si:13]([CH:20]([CH3:22])[CH3:21])([CH:17]([CH3:19])[CH3:18])[CH:14]([CH3:15])[CH3:16])[C@@H:6]1[O:5][Si:4]([CH:38]([CH3:39])[CH3:40])([CH:35]([CH3:37])[CH3:36])[CH:1]([CH3:3])[CH3:2])[CH3:34], predict the reactants needed to synthesize it. The reactants are: [CH:1]([Si:4]([CH:38]([CH3:40])[CH3:39])([CH:35]([CH3:37])[CH3:36])[O:5][C@H:6]1[C@H:11]([O:12][Si:13]([CH:20]([CH3:22])[CH3:21])([CH:17]([CH3:19])[CH3:18])[CH:14]([CH3:16])[CH3:15])[CH:10]=[C:9]([C:23]2[C:28]([N+:29]([O-])=O)=[C:27](Cl)[N:26]=[CH:25][N:24]=2)[O:8][C@@H:7]1[CH:33]=[CH2:34])([CH3:3])[CH3:2]. (4) Given the product [C:6](#[N:7])[CH3:5].[C:46]([OH:52])([C:48]([F:51])([F:50])[F:49])=[O:47], predict the reactants needed to synthesize it. The reactants are: ClC1C=C(C(OCC2(C3C=CC(F)=CC=3)CCN(C)CC2)C)[C:5]2N(COCC[Si](C)(C)C)C(=O)[N:7](COCC[Si](C)(C)C)[C:6]=2C=1.[C:46]([OH:52])([C:48]([F:51])([F:50])[F:49])=[O:47].